From a dataset of Peptide-MHC class I binding affinity with 185,985 pairs from IEDB/IMGT. Regression. Given a peptide amino acid sequence and an MHC pseudo amino acid sequence, predict their binding affinity value. This is MHC class I binding data. (1) The peptide sequence is REAVESCPL. The binding affinity (normalized) is 0.146. The MHC is HLA-B18:01 with pseudo-sequence HLA-B18:01. (2) The peptide sequence is SRDYYRHKV. The MHC is HLA-B73:01 with pseudo-sequence HLA-B73:01. The binding affinity (normalized) is 0.243.